The task is: Predict the reaction yield, written as a fraction of the theoretical maximum amount of product (1.0 means a 100% yield; for example, 0.34 means a 34% yield).. This data is from Reaction yield outcomes from USPTO patents with 853,638 reactions. The reactants are [CH3:1][N:2]1[CH2:7][C:6](=[O:8])[NH:5][C:4]2[CH:9]=[C:10]([C:13](OC)=[O:14])[CH:11]=[N:12][C:3]1=2.[H-].[Na+].[H-].[Al+3].[Li+].[H-].[H-].[H-].CO. The catalyst is O1CCCC1.O.C(OCC)(=O)C. The product is [OH:14][CH2:13][C:10]1[CH:11]=[N:12][C:3]2[N:2]([CH3:1])[CH2:7][C:6](=[O:8])[NH:5][C:4]=2[CH:9]=1. The yield is 0.950.